The task is: Predict which catalyst facilitates the given reaction.. This data is from Catalyst prediction with 721,799 reactions and 888 catalyst types from USPTO. (1) Product: [ClH:17].[CH3:1][C:2]1([C:13]([O:15][CH3:16])=[O:14])[CH2:5][NH:4][CH2:3]1. The catalyst class is: 1. Reactant: [CH3:1][C:2]1([C:13]([O:15][CH3:16])=[O:14])[CH2:5][N:4](C(OC(C)(C)C)=O)[CH2:3]1.[ClH:17]. (2) Reactant: [Cl:1][C:2]1[CH:3]=[C:4]2[C:8](=[CH:9][CH:10]=1)[NH:7][CH:6]=[C:5]2[CH2:11][CH2:12][NH:13][C:14](=[O:22])[C:15]1[CH:20]=[CH:19][C:18](I)=[CH:17][CH:16]=1.[C:23]([C:25]1[CH:30]=[CH:29][C:28](B(O)O)=[CH:27][CH:26]=1)#[N:24].C(=O)([O-])[O-].[Na+].[Na+]. Product: [Cl:1][C:2]1[CH:3]=[C:4]2[C:8](=[CH:9][CH:10]=1)[NH:7][CH:6]=[C:5]2[CH2:11][CH2:12][NH:13][C:14]([C:15]1[CH:20]=[CH:19][C:18]([C:28]2[CH:29]=[CH:30][C:25]([C:23]#[N:24])=[CH:26][CH:27]=2)=[CH:17][CH:16]=1)=[O:22]. The catalyst class is: 437.